Dataset: Full USPTO retrosynthesis dataset with 1.9M reactions from patents (1976-2016). Task: Predict the reactants needed to synthesize the given product. (1) The reactants are: [CH3:1][CH:2]([CH2:39][CH2:40][CH3:41])[CH2:3][O:4][C:5]1[CH:10]=[CH:9][C:8]([C@@H:11]([NH:28][C:29](=[O:38])[C@H:30]([C:32]2[CH:37]=[CH:36][CH:35]=[CH:34][CH:33]=2)[CH3:31])[CH2:12][NH:13][CH2:14][C:15]2([NH:20]C(=O)OC(C)(C)C)[CH2:19][CH2:18][CH2:17][CH2:16]2)=[CH:7][CH:6]=1.C(O)(C(F)(F)F)=O. Given the product [NH2:20][C:15]1([CH2:14][NH:13][CH2:12][C@H:11]([NH:28][C:29](=[O:38])[C@H:30]([C:32]2[CH:37]=[CH:36][CH:35]=[CH:34][CH:33]=2)[CH3:31])[C:8]2[CH:9]=[CH:10][C:5]([O:4][CH2:3][CH:2]([CH3:1])[CH2:39][CH2:40][CH3:41])=[CH:6][CH:7]=2)[CH2:19][CH2:18][CH2:17][CH2:16]1, predict the reactants needed to synthesize it. (2) Given the product [CH3:15][C:2]1[C:7]2[O:8][C:9]3[CH:14]=[CH:13][CH:12]=[CH:11][C:10]=3[C:6]=2[CH:5]=[CH:4][CH:3]=1, predict the reactants needed to synthesize it. The reactants are: Br[C:2]1[C:7]2[O:8][C:9]3[CH:14]=[CH:13][CH:12]=[CH:11][C:10]=3[C:6]=2[CH:5]=[CH:4][CH:3]=1.[CH3:15]C(C1C=C(C(C)C)C(C2C=CC=CC=2P(C2CCCCC2)C2CCCCC2)=C(C(C)C)C=1)C.C[Mg]Br.Cl. (3) Given the product [Br:1][C:2]1[CH:10]=[C:9]([CH:8]=[C:4]([C:5](=[O:7])[N:42]([CH2:43][CH2:44][CH3:45])[CH2:39][CH2:40][CH3:41])[CH:3]=1)[C:11]([O:13][CH3:14])=[O:12], predict the reactants needed to synthesize it. The reactants are: [Br:1][C:2]1[CH:3]=[C:4]([CH:8]=[C:9]([C:11]([O:13][CH3:14])=[O:12])[CH:10]=1)[C:5]([OH:7])=O.CN(C(ON1N=NC2C=CC=NC1=2)=[N+](C)C)C.F[P-](F)(F)(F)(F)F.[CH2:39]([NH:42][CH2:43][CH2:44][CH3:45])[CH2:40][CH3:41].